This data is from Reaction yield outcomes from USPTO patents with 853,638 reactions. The task is: Predict the reaction yield, written as a fraction of the theoretical maximum amount of product (1.0 means a 100% yield; for example, 0.34 means a 34% yield). (1) The catalyst is C1COCC1.CCOC(C)=O. The yield is 0.380. The product is [CH2:25]([O:24][C:22]([C:5]1[N:6]([CH2:7][O:8][CH2:9][CH2:10][Si:11]([CH3:13])([CH3:12])[CH3:14])[C:2]([CH3:1])=[CH:3][N:4]=1)=[O:23])[CH3:26]. The reactants are [CH3:1][C:2]1[N:6]([CH2:7][O:8][CH2:9][CH2:10][Si:11]([CH3:14])([CH3:13])[CH3:12])[CH:5]=[N:4][CH:3]=1.[Li]CCCC.C([C:22]([O:24][CH2:25][CH3:26])=[O:23])#N. (2) The reactants are [N+:1]([C:4]1[CH:12]=[CH:11][CH:10]=[CH:9][C:5]=1[C:6](Cl)=[O:7])([O-:3])=[O:2].[CH3:13][Si:14]([CH3:22])([CH3:21])[C:15]#[C:16][Si](C)(C)C.[Cl-].[Al+3].[Cl-].[Cl-]. The catalyst is ClCCl. The product is [N+:1]([C:4]1[CH:12]=[CH:11][CH:10]=[CH:9][C:5]=1[C:6](=[O:7])[C:16]#[C:15][Si:14]([CH3:22])([CH3:21])[CH3:13])([O-:3])=[O:2]. The yield is 0.990. (3) The reactants are [CH3:1][N:2]([CH3:24])[CH2:3][CH2:4][CH2:5][O:6][C:7]1[CH:8]=[C:9]([C:13]2[C:21]3[C:16](=[CH:17][CH:18]=[C:19]([C:22]#[N:23])[CH:20]=3)[NH:15][N:14]=2)[CH:10]=[CH:11][CH:12]=1.C([Sn]([N:38]=[N+:39]=[N-:40])(CCCC)CCCC)CCC.Cl.FC(F)(F)C(O)=O. The catalyst is C1(C)C=CC=CC=1. The product is [NH:38]1[C:22]([C:19]2[CH:20]=[C:21]3[C:16](=[CH:17][CH:18]=2)[NH:15][N:14]=[C:13]3[C:9]2[CH:8]=[C:7]([CH:12]=[CH:11][CH:10]=2)[O:6][CH2:5][CH2:4][CH2:3][N:2]([CH3:1])[CH3:24])=[N:23][N:40]=[N:39]1. The yield is 0.670.